Dataset: Reaction yield outcomes from USPTO patents with 853,638 reactions. Task: Predict the reaction yield, written as a fraction of the theoretical maximum amount of product (1.0 means a 100% yield; for example, 0.34 means a 34% yield). (1) The catalyst is O.O1CCCC1. The product is [Cl:3][C:4]1[CH:13]=[C:12]([C:14]([NH:16][C@@H:17]([C:19]2[C:28]3[C:23](=[CH:24][CH:25]=[CH:26][CH:27]=3)[CH:22]=[CH:21][CH:20]=2)[CH3:18])=[O:15])[CH:11]=[C:10]([Cl:29])[C:5]=1[C:6]([OH:8])=[O:7]. The reactants are [OH-].[Na+].[Cl:3][C:4]1[CH:13]=[C:12]([C:14]([NH:16][C@@H:17]([C:19]2[C:28]3[C:23](=[CH:24][CH:25]=[CH:26][CH:27]=3)[CH:22]=[CH:21][CH:20]=2)[CH3:18])=[O:15])[CH:11]=[C:10]([Cl:29])[C:5]=1[C:6]([O:8]C)=[O:7].CO. The yield is 0.890. (2) The reactants are [N+:1]([C:4]1[C:12]2[O:11][CH:10]([CH2:13][OH:14])[CH2:9][C:8]=2[CH:7]=[CH:6][CH:5]=1)([O-:3])=[O:2].C(N(C(C)C)CC)(C)C.[C:24]1([CH3:34])[CH:29]=[CH:28][C:27]([S:30](Cl)(=[O:32])=[O:31])=[CH:26][CH:25]=1. The catalyst is ClCCl. The product is [CH3:34][C:24]1[CH:29]=[CH:28][C:27]([S:30]([O:14][CH2:13][CH:10]2[CH2:9][C:8]3[CH:7]=[CH:6][CH:5]=[C:4]([N+:1]([O-:3])=[O:2])[C:12]=3[O:11]2)(=[O:32])=[O:31])=[CH:26][CH:25]=1. The yield is 0.940. (3) The reactants are [F:1][C:2]1[CH:3]=[CH:4][C:5]2[NH:9][C:8](=[O:10])[N:7]([CH:11]([CH3:13])[CH3:12])[C:6]=2[CH:14]=1.C(N(CC)CC)C.S([O:32][C:33]1([CH2:39][N:40]2[CH2:45][CH2:44][CH:43]([CH2:46][NH2:47])[CH2:42][CH2:41]2)[CH2:38][CH2:37][O:36][CH2:35][CH2:34]1)(C1C=CC(C)=CC=1)(=O)=O.[C:48](OCC)(=[O:50])C. The catalyst is ClCCl. The product is [F:1][C:2]1[CH:3]=[CH:4][C:5]2[N:9]([C:48]([NH:47][CH2:46][CH:43]3[CH2:42][CH2:41][N:40]([CH2:39][C:33]4([OH:32])[CH2:34][CH2:35][O:36][CH2:37][CH2:38]4)[CH2:45][CH2:44]3)=[O:50])[C:8](=[O:10])[N:7]([CH:11]([CH3:12])[CH3:13])[C:6]=2[CH:14]=1. The yield is 0.790. (4) The reactants are [NH:1]1[CH2:6][CH2:5][CH2:4][C:3]2([C:14]3[C:9](=[CH:10][CH:11]=[CH:12][CH:13]=3)[NH:8][C:7]2=[O:15])[CH2:2]1.[CH3:16][C:17]([CH3:19])=O.C. No catalyst specified. The product is [CH:17]([N:1]1[CH2:6][CH2:5][CH2:4][C:3]2([C:14]3[C:9](=[CH:10][CH:11]=[CH:12][CH:13]=3)[NH:8][C:7]2=[O:15])[CH2:2]1)([CH3:19])[CH3:16]. The yield is 0.750. (5) The reactants are [Br:1][C:2]1[S:6][C:5]([CH2:7]Br)=[N:4][C:3]=1[C:9]1[CH:14]=[CH:13][C:12]([O:15][CH3:16])=[CH:11][CH:10]=1.C1C(=O)N(Br)C(=O)C1.CC(N=NC(C#N)(C)C)(C#N)C. The catalyst is C(Cl)(Cl)(Cl)Cl. The product is [Br:1][C:2]1[S:6][C:5]([CH3:7])=[N:4][C:3]=1[C:9]1[CH:14]=[CH:13][C:12]([O:15][CH3:16])=[CH:11][CH:10]=1. The yield is 0.580. (6) The reactants are C1(NC(=O)CN2C3C(=CC=CC=3)C3(C(=O)NC(=O)N3)C2=O)C=CC=CC=1.[O:27]=[C:28]1[NH:45][C:31]2([C:39]3[C:34](=[CH:35][CH:36]=[CH:37][CH:38]=3)[N:33]([CH2:40][C:41]([OH:43])=O)[C:32]2=[O:44])[C:30](=[O:46])[NH:29]1.[F:47][C:48]1[CH:49]=[C:50]([CH:52]=[CH:53][C:54]=1[F:55])[NH2:51].C(O)(C(F)(F)F)=O. No catalyst specified. The product is [F:47][C:48]1[CH:49]=[C:50]([NH:51][C:41](=[O:43])[CH2:40][N:33]2[C:34]3[C:39](=[CH:38][CH:37]=[CH:36][CH:35]=3)[C:31]3([C:30](=[O:46])[NH:29][C:28](=[O:27])[NH:45]3)[C:32]2=[O:44])[CH:52]=[CH:53][C:54]=1[F:55]. The yield is 0.640. (7) The reactants are [NH2:1][C:2]1[C:3]([F:19])=[C:4]([C:15]([Cl:18])=[CH:16][CH:17]=1)[C:5]([O:7][CH2:8][C:9]1[CH:14]=[CH:13][CH:12]=[CH:11][CH:10]=1)=[O:6].C(N([CH2:25][CH3:26])CC)C.[CH2:27]([S:30](Cl)(=[O:32])=[O:31])[CH2:28][CH3:29]. The catalyst is ClCCl. The product is [Cl:18][C:15]1[C:4]([C:5]([O:7][CH2:8][C:9]2[CH:14]=[CH:13][CH:12]=[CH:11][CH:10]=2)=[O:6])=[C:3]([F:19])[C:2]([N:1]([S:30]([CH2:27][CH2:25][CH3:26])(=[O:32])=[O:31])[S:30]([CH2:27][CH2:28][CH3:29])(=[O:32])=[O:31])=[CH:17][CH:16]=1. The yield is 0.720.